This data is from Full USPTO retrosynthesis dataset with 1.9M reactions from patents (1976-2016). The task is: Predict the reactants needed to synthesize the given product. (1) Given the product [Br:1][C:2]1[CH:7]=[CH:6][C:5]([C:8]2[O:17][C:11]3[N:12]=[CH:13][N:14]=[C:15]([N:29]4[CH2:30][CH2:31][N:26]([CH3:25])[CH2:27][CH2:28]4)[C:10]=3[C:9]=2[C:18]2[CH:23]=[CH:22][C:21]([F:24])=[CH:20][CH:19]=2)=[CH:4][CH:3]=1, predict the reactants needed to synthesize it. The reactants are: [Br:1][C:2]1[CH:7]=[CH:6][C:5]([C:8]2[O:17][C:11]3[N:12]=[CH:13][N:14]=[C:15](Cl)[C:10]=3[C:9]=2[C:18]2[CH:23]=[CH:22][C:21]([F:24])=[CH:20][CH:19]=2)=[CH:4][CH:3]=1.[CH3:25][N:26]1[CH2:31][CH2:30][NH:29][CH2:28][CH2:27]1. (2) Given the product [CH2:7]([C:9]1([C:14]2[CH:15]=[C:16]([CH2:20][CH2:21][C:22]3[CH:31]=[CH:30][C:25]([CH2:26][OH:27])=[C:24]([CH2:32][OH:33])[CH:23]=3)[CH:17]=[CH:18][CH:19]=2)[O:10][CH2:11][CH2:12][O:13]1)[CH3:8], predict the reactants needed to synthesize it. The reactants are: [H-].[Al+3].[Li+].[H-].[H-].[H-].[CH2:7]([C:9]1([C:14]2[CH:15]=[C:16]([CH2:20][CH2:21][C:22]3[CH:23]=[C:24]([C:32](OC)=[O:33])[C:25](=[CH:30][CH:31]=3)[C:26](OC)=[O:27])[CH:17]=[CH:18][CH:19]=2)[O:13][CH2:12][CH2:11][O:10]1)[CH3:8].O.C(=O)([O-])[O-].[Na+].[Na+].